Dataset: Full USPTO retrosynthesis dataset with 1.9M reactions from patents (1976-2016). Task: Predict the reactants needed to synthesize the given product. (1) Given the product [C:16]([C:13]1[CH:12]=[CH:11][C:10]([N:7]2[CH:8]=[N:9][C:5]([C:3]([OH:4])=[O:2])=[N:6]2)=[CH:15][CH:14]=1)#[N:17], predict the reactants needed to synthesize it. The reactants are: C[O:2][C:3]([C:5]1[N:9]=[CH:8][N:7]([C:10]2[CH:15]=[CH:14][C:13]([C:16]#[N:17])=[CH:12][CH:11]=2)[N:6]=1)=[O:4].[OH-].[Na+]. (2) Given the product [Br:1][C:2]1[CH:3]=[N:4][CH:5]=[CH:6][C:7]=1[O:8][C:9]1[C:14]([F:15])=[CH:13][C:12]([NH:16][C:38]([C:34]2[C:33](=[O:41])[N:32]([C:29]3[CH:28]=[CH:27][C:26]([F:25])=[CH:31][CH:30]=3)[CH:37]=[CH:36][CH:35]=2)=[O:39])=[C:11]([F:17])[CH:10]=1, predict the reactants needed to synthesize it. The reactants are: [Br:1][C:2]1[CH:3]=[N:4][CH:5]=[CH:6][C:7]=1[O:8][C:9]1[C:14]([F:15])=[CH:13][C:12]([NH2:16])=[C:11]([F:17])[CH:10]=1.C(N(CC)CC)C.[F:25][C:26]1[CH:31]=[CH:30][C:29]([N:32]2[CH:37]=[CH:36][CH:35]=[C:34]([C:38](Cl)=[O:39])[C:33]2=[O:41])=[CH:28][CH:27]=1. (3) Given the product [F:1][C:2]1[CH:3]=[CH:4][C:5]([C:8]2[C:12]([CH2:13][O:14][C:15]3[CH:23]=[CH:22][C:18]([C:19]([NH:25][CH:26]4[CH2:31][CH2:30][O:29][CH2:28][CH2:27]4)=[O:21])=[CH:17][N:16]=3)=[C:11]([CH3:24])[O:10][N:9]=2)=[CH:6][CH:7]=1, predict the reactants needed to synthesize it. The reactants are: [F:1][C:2]1[CH:7]=[CH:6][C:5]([C:8]2[C:12]([CH2:13][O:14][C:15]3[CH:23]=[CH:22][C:18]([C:19]([OH:21])=O)=[CH:17][N:16]=3)=[C:11]([CH3:24])[O:10][N:9]=2)=[CH:4][CH:3]=1.[NH2:25][CH:26]1[CH2:31][CH2:30][O:29][CH2:28][CH2:27]1. (4) Given the product [C:19]([C:13]1[CH:14]=[N:15][C:16]2[C:11]([CH:12]=1)=[CH:10][C:9]([O:8][CH:3]([S:2][CH3:1])[C:4]([O:6][CH3:7])=[O:5])=[CH:18][CH:17]=2)#[CH:20], predict the reactants needed to synthesize it. The reactants are: [CH3:1][S:2][CH:3]([O:8][C:9]1[CH:10]=[C:11]2[C:16](=[CH:17][CH:18]=1)[N:15]=[CH:14][C:13]([C:19]#[C:20][Si](C)(C)C)=[CH:12]2)[C:4]([O:6][CH3:7])=[O:5].C([O-])([O-])=O.[K+].[K+].CCOC(C)=O. (5) Given the product [C:1]([O:5][C:6]([N:8]1[C@H:13]([C:14](=[O:16])[NH:26][C@H:24]2[CH2:25][C@@H:23]2[C:17]2[CH:22]=[CH:21][CH:20]=[CH:19][CH:18]=2)[CH2:12][C@@H:11]2[C@H:9]1[CH2:10]2)=[O:7])([CH3:2])([CH3:3])[CH3:4], predict the reactants needed to synthesize it. The reactants are: [C:1]([O:5][C:6]([N:8]1[C@H:13]([C:14]([OH:16])=O)[CH2:12][C@@H:11]2[C@H:9]1[CH2:10]2)=[O:7])([CH3:4])([CH3:3])[CH3:2].[C:17]1([C@H:23]2[CH2:25][C@@H:24]2[NH2:26])[CH:22]=[CH:21][CH:20]=[CH:19][CH:18]=1.CN(C(ON1N=NC2C=CC=CC1=2)=[N+](C)C)C.F[P-](F)(F)(F)(F)F.CCN(C(C)C)C(C)C. (6) Given the product [Cl:17][C:18]1[O:22][C:21]([CH2:23][NH:16][CH2:15][CH2:14][O:13][C:4]2[CH:5]=[CH:6][C:7]3[C:12](=[CH:11][CH:10]=[CH:9][CH:8]=3)[C:3]=2[F:2])=[CH:20][CH:19]=1, predict the reactants needed to synthesize it. The reactants are: [Cl-].[F:2][C:3]1[C:12]2[C:7](=[CH:8][CH:9]=[CH:10][CH:11]=2)[CH:6]=[CH:5][C:4]=1[O:13][CH2:14][CH2:15][NH3+:16].[Cl:17][C:18]1[O:22][C:21]([CH:23]=O)=[CH:20][CH:19]=1. (7) The reactants are: [Br:1][C:2]1[CH:3]=[C:4]([CH:9]=[C:10]([N+:12]([O-:14])=[O:13])[CH:11]=1)[C:5]([NH:7][CH3:8])=O.[N-:15]=[N+:16]=[N-:17].[Na+].S(OS(C(F)(F)F)(=O)=O)(C(F)(F)F)(=O)=O.C([O-])(O)=O.[Na+]. Given the product [Br:1][C:2]1[CH:3]=[C:4]([C:5]2[N:7]([CH3:8])[N:17]=[N:16][N:15]=2)[CH:9]=[C:10]([N+:12]([O-:14])=[O:13])[CH:11]=1, predict the reactants needed to synthesize it.